This data is from NCI-60 drug combinations with 297,098 pairs across 59 cell lines. The task is: Regression. Given two drug SMILES strings and cell line genomic features, predict the synergy score measuring deviation from expected non-interaction effect. (1) Drug 1: C1=CC(=CC=C1C#N)C(C2=CC=C(C=C2)C#N)N3C=NC=N3. Cell line: NCI/ADR-RES. Drug 2: CC(C)NC(=O)C1=CC=C(C=C1)CNNC.Cl. Synergy scores: CSS=-3.00, Synergy_ZIP=3.54, Synergy_Bliss=3.49, Synergy_Loewe=-1.74, Synergy_HSA=-2.49. (2) Drug 1: CCC(=C(C1=CC=CC=C1)C2=CC=C(C=C2)OCCN(C)C)C3=CC=CC=C3.C(C(=O)O)C(CC(=O)O)(C(=O)O)O. Drug 2: CC1=C2C(C(=O)C3(C(CC4C(C3C(C(C2(C)C)(CC1OC(=O)C(C(C5=CC=CC=C5)NC(=O)OC(C)(C)C)O)O)OC(=O)C6=CC=CC=C6)(CO4)OC(=O)C)O)C)O. Cell line: MDA-MB-435. Synergy scores: CSS=18.8, Synergy_ZIP=32.0, Synergy_Bliss=29.4, Synergy_Loewe=25.3, Synergy_HSA=26.0. (3) Drug 1: C1=NC(=NC(=O)N1C2C(C(C(O2)CO)O)O)N. Drug 2: B(C(CC(C)C)NC(=O)C(CC1=CC=CC=C1)NC(=O)C2=NC=CN=C2)(O)O. Cell line: SR. Synergy scores: CSS=67.1, Synergy_ZIP=4.92, Synergy_Bliss=6.04, Synergy_Loewe=4.14, Synergy_HSA=5.32.